Dataset: Full USPTO retrosynthesis dataset with 1.9M reactions from patents (1976-2016). Task: Predict the reactants needed to synthesize the given product. (1) Given the product [ClH:17].[CH2:1]([C:3]1[O:4][C:5]2[C:15]([N:16]=1)=[CH:14][C:8]1[CH2:9][CH2:10][N:11]([CH2:18][CH2:19][CH2:20][S:21][C:22]3[N:23]([CH3:33])[C:24]([C:27]4[CH:28]=[N:29][CH:30]=[CH:31][CH:32]=4)=[N:25][N:26]=3)[CH2:12][CH2:13][C:7]=1[CH:6]=2)[CH3:2], predict the reactants needed to synthesize it. The reactants are: [CH2:1]([C:3]1[O:4][C:5]2[C:15]([N:16]=1)=[CH:14][C:8]1[CH2:9][CH2:10][NH:11][CH2:12][CH2:13][C:7]=1[CH:6]=2)[CH3:2].[Cl:17][CH2:18][CH2:19][CH2:20][S:21][C:22]1[N:23]([CH3:33])[C:24]([C:27]2[CH:28]=[N:29][CH:30]=[CH:31][CH:32]=2)=[N:25][N:26]=1. (2) The reactants are: [Li+].CC([N-]C(C)C)C.CN1C(=O)N(C)CCC1.[CH2:18]([O:20][C:21](=[O:33])[CH2:22][C:23]1[CH:28]=[CH:27][C:26]([S:29]([CH3:32])(=[O:31])=[O:30])=[CH:25][CH:24]=1)[CH3:19].[O:34]1[CH2:39][CH2:38][CH:37]([CH:40]=O)[CH2:36][CH2:35]1. Given the product [CH3:32][S:29]([C:26]1[CH:27]=[CH:28][C:23](/[C:22](=[CH:40]\[CH:37]2[CH2:38][CH2:39][O:34][CH2:35][CH2:36]2)/[C:21]([O:20][CH2:18][CH3:19])=[O:33])=[CH:24][CH:25]=1)(=[O:31])=[O:30], predict the reactants needed to synthesize it. (3) Given the product [Cl:8][C:6]1[C:5]([NH2:37])=[C:4]([CH2:9][C:10]([CH3:13])([CH3:12])[CH3:11])[N:3]=[C:2]([NH2:1])[N:7]=1, predict the reactants needed to synthesize it. The reactants are: [NH2:1][C:2]1[N:7]=[C:6]([Cl:8])[CH:5]=[C:4]([CH2:9][C:10]([CH3:13])([CH3:12])[CH3:11])[N:3]=1.C([O-])(=O)C.[Na+].C(O)(=O)C.F[P-](F)(F)(F)(F)F.ClC1C=CC([N+:37]#N)=CC=1. (4) Given the product [Cl:1][C:2]1[CH:3]=[CH:4][C:5]2[C:15](=[C:16]3[CH2:21][CH2:20][N:19]([C:22]([CH2:24][C:25]4[CH:26]=[N:27][CH:28]=[CH:29][CH:30]=4)=[S:41])[CH2:18][CH2:17]3)[C:10]3=[N:11][CH:12]=[CH:13][CH:14]=[C:9]3[CH2:8][CH2:7][C:6]=2[CH:31]=1, predict the reactants needed to synthesize it. The reactants are: [Cl:1][C:2]1[CH:3]=[CH:4][C:5]2[C:15](=[C:16]3[CH2:21][CH2:20][N:19]([C:22]([CH2:24][C:25]4[CH:26]=[N:27][CH:28]=[CH:29][CH:30]=4)=O)[CH2:18][CH2:17]3)[C:10]3=[N:11][CH:12]=[CH:13][CH:14]=[C:9]3[CH2:8][CH2:7][C:6]=2[CH:31]=1.COC1C=CC(P2(=S)SP(=S)(C3C=CC(OC)=CC=3)[S:41]2)=CC=1. (5) Given the product [CH3:15][S:16][C:2]1[N:7]=[CH:6][C:5]([O:8][C@@H:9]2[CH2:13][CH2:12][NH:11][C:10]2=[O:14])=[CH:4][CH:3]=1, predict the reactants needed to synthesize it. The reactants are: Br[C:2]1[N:7]=[CH:6][C:5]([O:8][C@@H:9]2[CH2:13][CH2:12][NH:11][C:10]2=[O:14])=[CH:4][CH:3]=1.[CH3:15][S-:16].[Na+].CN(C=O)C.O. (6) The reactants are: [O:1]1[C:6]2([CH:16]=[CH:15][C:9]3(OCCC[O:10]3)[CH:8]=[CH:7]2)[O:5][CH2:4][CH2:3][CH2:2]1.O.C(O)(=O)C.C([O-])(O)=O.[Na+]. Given the product [O:1]1[C:6]2([CH:16]=[CH:15][C:9](=[O:10])[CH:8]=[CH:7]2)[O:5][CH2:4][CH2:3][CH2:2]1, predict the reactants needed to synthesize it.